From a dataset of NCI-60 drug combinations with 297,098 pairs across 59 cell lines. Regression. Given two drug SMILES strings and cell line genomic features, predict the synergy score measuring deviation from expected non-interaction effect. (1) Drug 1: CC1C(C(=O)NC(C(=O)N2CCCC2C(=O)N(CC(=O)N(C(C(=O)O1)C(C)C)C)C)C(C)C)NC(=O)C3=C4C(=C(C=C3)C)OC5=C(C(=O)C(=C(C5=N4)C(=O)NC6C(OC(=O)C(N(C(=O)CN(C(=O)C7CCCN7C(=O)C(NC6=O)C(C)C)C)C)C(C)C)C)N)C. Drug 2: CC1=C(C(CCC1)(C)C)C=CC(=CC=CC(=CC(=O)O)C)C. Cell line: IGROV1. Synergy scores: CSS=18.2, Synergy_ZIP=13.4, Synergy_Bliss=15.1, Synergy_Loewe=14.7, Synergy_HSA=15.7. (2) Drug 1: CC(C1=C(C=CC(=C1Cl)F)Cl)OC2=C(N=CC(=C2)C3=CN(N=C3)C4CCNCC4)N. Drug 2: CC1=C(C=C(C=C1)C(=O)NC2=CC(=CC(=C2)C(F)(F)F)N3C=C(N=C3)C)NC4=NC=CC(=N4)C5=CN=CC=C5. Cell line: UACC62. Synergy scores: CSS=13.5, Synergy_ZIP=0.151, Synergy_Bliss=2.60, Synergy_Loewe=2.28, Synergy_HSA=2.30. (3) Drug 1: CC(CN1CC(=O)NC(=O)C1)N2CC(=O)NC(=O)C2. Drug 2: CC12CCC3C(C1CCC2O)C(CC4=C3C=CC(=C4)O)CCCCCCCCCS(=O)CCCC(C(F)(F)F)(F)F. Cell line: KM12. Synergy scores: CSS=14.5, Synergy_ZIP=-5.52, Synergy_Bliss=-9.62, Synergy_Loewe=-5.73, Synergy_HSA=-5.66. (4) Drug 1: COC1=CC(=CC(=C1O)OC)C2C3C(COC3=O)C(C4=CC5=C(C=C24)OCO5)OC6C(C(C7C(O6)COC(O7)C8=CC=CS8)O)O. Drug 2: C1C(C(OC1N2C=NC3=C2NC=NCC3O)CO)O. Cell line: M14. Synergy scores: CSS=39.5, Synergy_ZIP=1.10, Synergy_Bliss=1.34, Synergy_Loewe=0.486, Synergy_HSA=1.79. (5) Drug 1: CS(=O)(=O)CCNCC1=CC=C(O1)C2=CC3=C(C=C2)N=CN=C3NC4=CC(=C(C=C4)OCC5=CC(=CC=C5)F)Cl. Drug 2: N.N.Cl[Pt+2]Cl. Cell line: MDA-MB-231. Synergy scores: CSS=36.7, Synergy_ZIP=-12.6, Synergy_Bliss=-3.13, Synergy_Loewe=-3.60, Synergy_HSA=-0.688.